Dataset: Retrosynthesis with 50K atom-mapped reactions and 10 reaction types from USPTO. Task: Predict the reactants needed to synthesize the given product. (1) The reactants are: CC1(C)CN(Cc2ccccc2)c2ccc(O)cc21.CCCCCCN=C=O. Given the product CCCCCCNC(=O)Oc1ccc2c(c1)C(C)(C)CN2Cc1ccccc1, predict the reactants needed to synthesize it. (2) Given the product CCCCCCNc1ccc(Oc2ccc(N)c(C(=O)OC)c2)cc1, predict the reactants needed to synthesize it. The reactants are: CCCCCC=O.COC(=O)c1cc(Oc2ccc(N)cc2)ccc1N.